This data is from Catalyst prediction with 721,799 reactions and 888 catalyst types from USPTO. The task is: Predict which catalyst facilitates the given reaction. (1) Reactant: [CH3:1][C:2]([O:5][C:6]([NH:8][CH:9]([C:15]([OH:17])=[O:16])[CH2:10][CH2:11][CH2:12][CH2:13][NH2:14])=[O:7])([CH3:4])[CH3:3].[CH3:18][C:19]([O:22][C:23]([NH:25]/[C:26](/N1N=CC=C1)=[N:27]/[C:28]([O:30][C:31]([CH3:34])([CH3:33])[CH3:32])=[O:29])=[O:24])([CH3:21])[CH3:20].C(N(CC)CC)C. Product: [C:31]([O:30][C:28]([N:27]=[C:26]([NH:25][C:23]([O:22][C:19]([CH3:21])([CH3:20])[CH3:18])=[O:24])[NH:14][CH2:13][CH2:12][CH2:11][CH2:10][C@H:9]([NH:8][C:6]([O:5][C:2]([CH3:1])([CH3:3])[CH3:4])=[O:7])[C:15]([OH:17])=[O:16])=[O:29])([CH3:34])([CH3:33])[CH3:32]. The catalyst class is: 2. (2) Reactant: C([NH:4][C:5]1[CH:19]=[C:18]([Cl:20])[C:8]([O:9][CH2:10][CH2:11][CH2:12][CH2:13][CH2:14][C:15]([OH:17])=[O:16])=[C:7]([Cl:21])[CH:6]=1)(=O)C.[OH-].[K+]. The catalyst class is: 24. Product: [NH2:4][C:5]1[CH:6]=[C:7]([Cl:21])[C:8]([O:9][CH2:10][CH2:11][CH2:12][CH2:13][CH2:14][C:15]([OH:17])=[O:16])=[C:18]([Cl:20])[CH:19]=1. (3) Reactant: [I:1][C:2]1[N:3]=[N:4][C:5](I)=[CH:6][CH:7]=1.C(=O)([O-])[O-].[K+].[K+].[C:15]([N:22]1[CH2:28][CH2:27][CH2:26][NH:25][CH2:24][CH2:23]1)([O:17][C:18]([CH3:21])([CH3:20])[CH3:19])=[O:16]. Product: [I:1][C:2]1[N:3]=[N:4][C:5]([N:25]2[CH2:26][CH2:27][CH2:28][N:22]([C:15]([O:17][C:18]([CH3:21])([CH3:20])[CH3:19])=[O:16])[CH2:23][CH2:24]2)=[CH:6][CH:7]=1. The catalyst class is: 346. (4) Reactant: C(N(CC)CC)C.[NH2:8][C:9]1[S:13][N:12]=[C:11]([Br:14])[C:10]=1[C:15](=[O:17])[CH3:16].ClCCl.[CH:21]1([C:24](Cl)=[O:25])[CH2:23][CH2:22]1. Product: [C:15]([C:10]1[C:11]([Br:14])=[N:12][S:13][C:9]=1[NH:8][C:24]([CH:21]1[CH2:23][CH2:22]1)=[O:25])(=[O:17])[CH3:16]. The catalyst class is: 6. (5) Reactant: [Cl:1][C:2]1[CH:7]=[CH:6][C:5]([CH:8]2[C:12]3[N:13]([CH:22]([CH3:24])[CH3:23])[C:14]([C:16]4[CH2:17][CH2:18][NH:19][CH2:20][CH:21]=4)=[N:15][C:11]=3[C:10](=[O:25])[N:9]2[C:26]2[CH:27]=[C:28]([CH3:36])[C:29]3[N:30]([C:32]([CH3:35])=[N:33][N:34]=3)[CH:31]=2)=[CH:4][CH:3]=1.[C:37](O[BH-](OC(=O)C)OC(=O)C)(=O)[CH3:38].[Na+].C(=O)C.C([O-])(O)=O.[Na+]. Product: [Cl:1][C:2]1[CH:7]=[CH:6][C:5]([CH:8]2[C:12]3[N:13]([CH:22]([CH3:24])[CH3:23])[C:14]([C:16]4[CH2:17][CH2:18][N:19]([CH2:37][CH3:38])[CH2:20][CH:21]=4)=[N:15][C:11]=3[C:10](=[O:25])[N:9]2[C:26]2[CH:27]=[C:28]([CH3:36])[C:29]3[N:30]([C:32]([CH3:35])=[N:33][N:34]=3)[CH:31]=2)=[CH:4][CH:3]=1. The catalyst class is: 322. (6) Product: [Cl:1][C:2]1[CH:7]=[C:6]([CH:5]=[C:4]([Cl:11])[C:3]=1[CH3:12])[NH2:8]. The catalyst class is: 150. Reactant: [Cl:1][C:2]1[CH:7]=[C:6]([N+:8]([O-])=O)[CH:5]=[C:4]([Cl:11])[C:3]=1[CH3:12].[Cl-].[NH4+].CO. (7) Reactant: [N:1]1[C:5]2[CH:6]=[CH:7][CH:8]=[CH:9][C:4]=2[NH:3][C:2]=1[CH2:10][O:11][C:12]1[CH:17]=[CH:16][CH:15]=[C:14]([O:18][CH3:19])[CH:13]=1.C([O-])([O-])=O.[K+].[K+].Br[CH2:27][C:28]([CH3:30])=[CH2:29]. Product: [CH3:29][C:28](=[CH2:27])[CH2:30][N:1]1[C:5]2[CH:6]=[CH:7][CH:8]=[CH:9][C:4]=2[N:3]=[C:2]1[CH2:10][O:11][C:12]1[CH:17]=[CH:16][CH:15]=[C:14]([O:18][CH3:19])[CH:13]=1. The catalyst class is: 23.